From a dataset of NCI-60 drug combinations with 297,098 pairs across 59 cell lines. Regression. Given two drug SMILES strings and cell line genomic features, predict the synergy score measuring deviation from expected non-interaction effect. (1) Drug 1: C1=C(C(=O)NC(=O)N1)F. Drug 2: C(CN)CNCCSP(=O)(O)O. Cell line: OVCAR3. Synergy scores: CSS=46.0, Synergy_ZIP=3.27, Synergy_Bliss=4.46, Synergy_Loewe=-15.4, Synergy_HSA=0.890. (2) Drug 1: CCC1=CC2CC(C3=C(CN(C2)C1)C4=CC=CC=C4N3)(C5=C(C=C6C(=C5)C78CCN9C7C(C=CC9)(C(C(C8N6C)(C(=O)OC)O)OC(=O)C)CC)OC)C(=O)OC.C(C(C(=O)O)O)(C(=O)O)O. Drug 2: C1=NC2=C(N=C(N=C2N1C3C(C(C(O3)CO)O)O)F)N. Cell line: KM12. Synergy scores: CSS=42.1, Synergy_ZIP=-1.91, Synergy_Bliss=-4.31, Synergy_Loewe=-38.5, Synergy_HSA=-2.99. (3) Drug 1: C1CN1C2=NC(=NC(=N2)N3CC3)N4CC4. Drug 2: C1CC(=O)NC(=O)C1N2C(=O)C3=CC=CC=C3C2=O. Cell line: T-47D. Synergy scores: CSS=12.6, Synergy_ZIP=-6.66, Synergy_Bliss=3.13, Synergy_Loewe=-16.4, Synergy_HSA=-1.22.